This data is from NCI-60 drug combinations with 297,098 pairs across 59 cell lines. The task is: Regression. Given two drug SMILES strings and cell line genomic features, predict the synergy score measuring deviation from expected non-interaction effect. (1) Drug 1: CC12CCC3C(C1CCC2=O)CC(=C)C4=CC(=O)C=CC34C. Drug 2: C1=CC(=CC=C1CCCC(=O)O)N(CCCl)CCCl. Cell line: UACC-257. Synergy scores: CSS=33.0, Synergy_ZIP=4.59, Synergy_Bliss=4.37, Synergy_Loewe=-4.06, Synergy_HSA=6.21. (2) Drug 1: C#CCC(CC1=CN=C2C(=N1)C(=NC(=N2)N)N)C3=CC=C(C=C3)C(=O)NC(CCC(=O)O)C(=O)O. Drug 2: CC(C)NC(=O)C1=CC=C(C=C1)CNNC.Cl. Cell line: DU-145. Synergy scores: CSS=-2.87, Synergy_ZIP=3.67, Synergy_Bliss=3.20, Synergy_Loewe=-5.88, Synergy_HSA=-3.79. (3) Synergy scores: CSS=-0.189, Synergy_ZIP=0.510, Synergy_Bliss=1.22, Synergy_Loewe=-0.478, Synergy_HSA=-0.741. Drug 1: CC1=C(C=C(C=C1)NC2=NC=CC(=N2)N(C)C3=CC4=NN(C(=C4C=C3)C)C)S(=O)(=O)N.Cl. Cell line: NCI/ADR-RES. Drug 2: C1CCC(C1)C(CC#N)N2C=C(C=N2)C3=C4C=CNC4=NC=N3. (4) Drug 1: CN(C(=O)NC(C=O)C(C(C(CO)O)O)O)N=O. Drug 2: CC(C)NC(=O)C1=CC=C(C=C1)CNNC.Cl. Cell line: SN12C. Synergy scores: CSS=3.33, Synergy_ZIP=-2.87, Synergy_Bliss=-3.46, Synergy_Loewe=-6.18, Synergy_HSA=-3.03. (5) Drug 1: CN1C(=O)N2C=NC(=C2N=N1)C(=O)N. Drug 2: C1=CN(C=N1)CC(O)(P(=O)(O)O)P(=O)(O)O. Cell line: ACHN. Synergy scores: CSS=-1.91, Synergy_ZIP=1.03, Synergy_Bliss=-0.0523, Synergy_Loewe=-3.99, Synergy_HSA=-4.83. (6) Drug 1: CCC1=CC2CC(C3=C(CN(C2)C1)C4=CC=CC=C4N3)(C5=C(C=C6C(=C5)C78CCN9C7C(C=CC9)(C(C(C8N6C)(C(=O)OC)O)OC(=O)C)CC)OC)C(=O)OC.C(C(C(=O)O)O)(C(=O)O)O. Drug 2: CC1=C(C=C(C=C1)C(=O)NC2=CC(=CC(=C2)C(F)(F)F)N3C=C(N=C3)C)NC4=NC=CC(=N4)C5=CN=CC=C5. Cell line: HCT-15. Synergy scores: CSS=21.6, Synergy_ZIP=5.68, Synergy_Bliss=7.12, Synergy_Loewe=0.452, Synergy_HSA=4.33. (7) Drug 1: C1=CC(=C2C(=C1NCCNCCO)C(=O)C3=C(C=CC(=C3C2=O)O)O)NCCNCCO. Drug 2: COC1=NC(=NC2=C1N=CN2C3C(C(C(O3)CO)O)O)N. Cell line: SK-MEL-28. Synergy scores: CSS=43.6, Synergy_ZIP=-1.07, Synergy_Bliss=1.80, Synergy_Loewe=-7.92, Synergy_HSA=3.25. (8) Drug 1: CC1=C(C=C(C=C1)C(=O)NC2=CC(=CC(=C2)C(F)(F)F)N3C=C(N=C3)C)NC4=NC=CC(=N4)C5=CN=CC=C5. Drug 2: CC(C)NC(=O)C1=CC=C(C=C1)CNNC.Cl. Cell line: MOLT-4. Synergy scores: CSS=2.20, Synergy_ZIP=-0.778, Synergy_Bliss=-2.74, Synergy_Loewe=-2.80, Synergy_HSA=-2.92. (9) Drug 1: CC1=CC2C(CCC3(C2CCC3(C(=O)C)OC(=O)C)C)C4(C1=CC(=O)CC4)C. Cell line: 786-0. Drug 2: CCN(CC)CCNC(=O)C1=C(NC(=C1C)C=C2C3=C(C=CC(=C3)F)NC2=O)C. Synergy scores: CSS=-11.1, Synergy_ZIP=2.43, Synergy_Bliss=-6.78, Synergy_Loewe=-9.90, Synergy_HSA=-10.3. (10) Drug 1: CN(C)N=NC1=C(NC=N1)C(=O)N. Drug 2: CC1C(C(CC(O1)OC2CC(CC3=C2C(=C4C(=C3O)C(=O)C5=C(C4=O)C(=CC=C5)OC)O)(C(=O)CO)O)N)O.Cl. Cell line: SK-OV-3. Synergy scores: CSS=36.8, Synergy_ZIP=-1.86, Synergy_Bliss=3.54, Synergy_Loewe=-2.50, Synergy_HSA=6.48.